The task is: Predict the product of the given reaction.. This data is from Forward reaction prediction with 1.9M reactions from USPTO patents (1976-2016). (1) Given the reactants [C:1]([CH2:4][C:5]1([C:12]([OH:14])=[O:13])[CH2:9][CH2:8][C:7]([CH3:11])([CH3:10])[CH2:6]1)([OH:3])=O, predict the reaction product. The product is: [CH3:11][C:7]1([CH3:10])[CH2:8][CH2:9][C:5]2([C:12](=[O:13])[O:14][C:1](=[O:3])[CH2:4]2)[CH2:6]1. (2) Given the reactants Cl[C:2]1[CH:3]=[CH:4][C:5]2[C:10]([N:11]3[CH2:16][CH2:15][O:14][CH2:13][CH2:12]3)=[N:9][C:8]([N:17]3[CH2:22][CH2:21][O:20][CH2:19][C@@H:18]3[CH3:23])=[N:7][C:6]=2[N:24]=1.[CH3:25][S:26]([NH:29][C:30]1[CH:31]=[C:32](B(O)O)[CH:33]=[CH:34][CH:35]=1)(=[O:28])=[O:27], predict the reaction product. The product is: [CH3:23][C@H:18]1[CH2:19][O:20][CH2:21][CH2:22][N:17]1[C:8]1[N:9]=[C:10]([N:11]2[CH2:16][CH2:15][O:14][CH2:13][CH2:12]2)[C:5]2[CH:4]=[CH:3][C:2]([C:34]3[CH:35]=[C:30]([NH:29][S:26]([CH3:25])(=[O:27])=[O:28])[CH:31]=[CH:32][CH:33]=3)=[N:24][C:6]=2[N:7]=1.